From a dataset of Catalyst prediction with 721,799 reactions and 888 catalyst types from USPTO. Predict which catalyst facilitates the given reaction. (1) Reactant: [NH:1]1[C:5]([C:6]2[CH:7]=[C:8]([CH:31]=[C:32]([C:34]([F:37])([F:36])[F:35])[CH:33]=2)[CH2:9][O:10][CH2:11][C:12]2([C:25]3[CH:30]=[CH:29][CH:28]=[CH:27][CH:26]=3)[CH2:17][CH2:16][N:15](C(OC(C)(C)C)=O)[CH2:14][CH2:13]2)=[N:4][N:3]=[N:2]1. Product: [NH:4]1[C:5]([C:6]2[CH:7]=[C:8]([CH:31]=[C:32]([C:34]([F:37])([F:35])[F:36])[CH:33]=2)[CH2:9][O:10][CH2:11][C:12]2([C:25]3[CH:30]=[CH:29][CH:28]=[CH:27][CH:26]=3)[CH2:13][CH2:14][NH:15][CH2:16][CH2:17]2)=[N:1][N:2]=[N:3]1. The catalyst class is: 617. (2) Reactant: [CH3:1][O:2][C:3](=[O:15])[C:4]1[CH:9]=[C:8](Br)[C:7]([O:11][CH3:12])=[CH:6][C:5]=1[O:13][CH3:14].[C:16]([O-])([O-])=O.[Cs+].[Cs+].CCO[C:25]([CH3:27])=O. Product: [CH3:1][O:2][C:3](=[O:15])[C:4]1[CH:9]=[C:8]([C:25]([CH3:27])=[CH2:16])[C:7]([O:11][CH3:12])=[CH:6][C:5]=1[O:13][CH3:14]. The catalyst class is: 257. (3) Reactant: [C:1]([O:5][C:6]([N:8]([CH3:56])[C@@H:9]([CH3:55])[C:10]([NH:12][C@@H:13]([C:51]([CH3:54])([CH3:53])[CH3:52])[C:14]([N:16]1[C@H:25]([C:26](=[O:38])[NH:27][C@H:28]2[C:37]3[C:32](=[CH:33][CH:34]=[CH:35][CH:36]=3)[CH2:31][CH2:30][CH2:29]2)[CH2:24][C:23]2[C:18](=[CH:19][C:20]([C:39]#[C:40][C:41]3[CH:50]=[CH:49][C:44]([C:45]([O:47]C)=[O:46])=[CH:43][CH:42]=3)=[CH:21][CH:22]=2)[CH2:17]1)=[O:15])=[O:11])=[O:7])([CH3:4])([CH3:3])[CH3:2].[OH-].[Li+].[OH-].[Li+].O.Cl. Product: [C:1]([O:5][C:6]([N:8]([CH3:56])[C@@H:9]([CH3:55])[C:10]([NH:12][C@@H:13]([C:51]([CH3:54])([CH3:53])[CH3:52])[C:14]([N:16]1[C@H:25]([C:26](=[O:38])[NH:27][C@H:28]2[C:37]3[C:32](=[CH:33][CH:34]=[CH:35][CH:36]=3)[CH2:31][CH2:30][CH2:29]2)[CH2:24][C:23]2[C:18](=[CH:19][C:20]([C:39]#[C:40][C:41]3[CH:50]=[CH:49][C:44]([C:45]([OH:47])=[O:46])=[CH:43][CH:42]=3)=[CH:21][CH:22]=2)[CH2:17]1)=[O:15])=[O:11])=[O:7])([CH3:4])([CH3:3])[CH3:2]. The catalyst class is: 200. (4) Reactant: [OH:1][C:2]([CH3:39])([CH3:38])[CH:3]([NH:15][C:16]([N:18]1[CH2:23][C:22](=[O:24])[N:21]([CH2:25][O:26][CH2:27][CH2:28][Si:29]([CH3:32])([CH3:31])[CH3:30])[C:20]2[CH:33]=[C:34](I)[CH:35]=[N:36][C:19]1=2)=[O:17])[C:4]1[CH:9]=[CH:8][C:7]([O:10][C:11]([F:14])([F:13])[F:12])=[CH:6][CH:5]=1.[CH:40]1(B(O)O)[CH2:42][CH2:41]1.C1(P(C2CCCCC2)C2CCCCC2)CCCCC1.P([O-])([O-])([O-])=O.[K+].[K+].[K+]. Product: [CH:40]1([C:34]2[CH:35]=[N:36][C:19]3[N:18]([C:16]([NH:15][CH:3]([C:4]4[CH:9]=[CH:8][C:7]([O:10][C:11]([F:14])([F:13])[F:12])=[CH:6][CH:5]=4)[C:2]([OH:1])([CH3:39])[CH3:38])=[O:17])[CH2:23][C:22](=[O:24])[N:21]([CH2:25][O:26][CH2:27][CH2:28][Si:29]([CH3:32])([CH3:31])[CH3:30])[C:20]=3[CH:33]=2)[CH2:42][CH2:41]1. The catalyst class is: 706. (5) Reactant: [CH3:1][C:2]1[C:7]([C:8](OCC)=[O:9])=[C:6]([CH3:13])[CH:5]=[CH:4][N:3]=1.[H-].C([Al+]CC(C)C)C(C)C.[C@H](O)(C([O-])=O)[C@@H](O)C([O-])=O.[Na+].[K+]. Product: [CH3:1][C:2]1[C:7]([CH2:8][OH:9])=[C:6]([CH3:13])[CH:5]=[CH:4][N:3]=1. The catalyst class is: 2. (6) Reactant: [CH3:1][C:2]([CH3:12])=[CH:3][C:4]1[CH:11]=[CH:10][C:7]([CH2:8]O)=[CH:6][CH:5]=1.C(Br)(Br)(Br)[Br:14].C1(P(C2C=CC=CC=2)C2C=CC=CC=2)C=CC=CC=1.O. Product: [CH3:1][C:2]([CH3:12])=[CH:3][C:4]1[CH:11]=[CH:10][C:7]([CH2:8][Br:14])=[CH:6][CH:5]=1. The catalyst class is: 4. (7) Reactant: [Br-].[CH3:2][C:3]([CH3:60])([CH3:59])[C:4]([O:6][CH2:7][C:8]1[CH:58]=[CH:57][C:11]([CH2:12][NH:13][C:14]([C:16]2[N:20]([CH:21]([CH3:23])[CH3:22])[C:19]([CH2:24][P+](C3C=CC=CC=3)(C3C=CC=CC=3)C3C=CC=CC=3)=[C:18]([C:44]3[CH:49]=[CH:48][C:47]([F:50])=[CH:46][CH:45]=3)[C:17]=2[C:51]2[CH:56]=[CH:55][CH:54]=[CH:53][CH:52]=2)=[O:15])=[CH:10][CH:9]=1)=[O:5].C[Si]([N-][Si](C)(C)C)(C)C.[Na+].[C:71]([O:75][C:76](=[O:88])[CH2:77][CH:78]1[CH2:83][CH:82]([CH:84]=O)[O:81][C:80]([CH3:87])([CH3:86])[O:79]1)([CH3:74])([CH3:73])[CH3:72]. Product: [C:71]([O:75][C:76]([CH2:77][CH:78]1[O:79][C:80]([CH3:87])([CH3:86])[O:81][CH:82]([CH:84]=[CH:24][C:19]2[N:20]([CH:21]([CH3:23])[CH3:22])[C:16]([C:14]([NH:13][CH2:12][C:11]3[CH:10]=[CH:9][C:8]([CH2:7][O:6][C:4](=[O:5])[C:3]([CH3:2])([CH3:60])[CH3:59])=[CH:58][CH:57]=3)=[O:15])=[C:17]([C:51]3[CH:52]=[CH:53][CH:54]=[CH:55][CH:56]=3)[C:18]=2[C:44]2[CH:45]=[CH:46][C:47]([F:50])=[CH:48][CH:49]=2)[CH2:83]1)=[O:88])([CH3:74])([CH3:72])[CH3:73]. The catalyst class is: 774.